From a dataset of NCI-60 drug combinations with 297,098 pairs across 59 cell lines. Regression. Given two drug SMILES strings and cell line genomic features, predict the synergy score measuring deviation from expected non-interaction effect. (1) Drug 1: CS(=O)(=O)C1=CC(=C(C=C1)C(=O)NC2=CC(=C(C=C2)Cl)C3=CC=CC=N3)Cl. Drug 2: C1CN1P(=S)(N2CC2)N3CC3. Cell line: KM12. Synergy scores: CSS=25.3, Synergy_ZIP=-0.220, Synergy_Bliss=-0.0830, Synergy_Loewe=-8.34, Synergy_HSA=2.16. (2) Drug 1: CC1CCC2CC(C(=CC=CC=CC(CC(C(=O)C(C(C(=CC(C(=O)CC(OC(=O)C3CCCCN3C(=O)C(=O)C1(O2)O)C(C)CC4CCC(C(C4)OC)O)C)C)O)OC)C)C)C)OC. Drug 2: CCCCC(=O)OCC(=O)C1(CC(C2=C(C1)C(=C3C(=C2O)C(=O)C4=C(C3=O)C=CC=C4OC)O)OC5CC(C(C(O5)C)O)NC(=O)C(F)(F)F)O. Cell line: RXF 393. Synergy scores: CSS=32.3, Synergy_ZIP=0.256, Synergy_Bliss=2.23, Synergy_Loewe=0.800, Synergy_HSA=0.971. (3) Drug 1: C1=NC2=C(N=C(N=C2N1C3C(C(C(O3)CO)O)O)F)N. Drug 2: CCN(CC)CCCC(C)NC1=C2C=C(C=CC2=NC3=C1C=CC(=C3)Cl)OC. Cell line: ACHN. Synergy scores: CSS=24.2, Synergy_ZIP=0.0815, Synergy_Bliss=1.40, Synergy_Loewe=-12.7, Synergy_HSA=0.931. (4) Drug 1: CC1=C(C(CCC1)(C)C)C=CC(=CC=CC(=CC(=O)O)C)C. Drug 2: C1=CC=C(C(=C1)C(C2=CC=C(C=C2)Cl)C(Cl)Cl)Cl. Cell line: SNB-75. Synergy scores: CSS=-2.88, Synergy_ZIP=-0.472, Synergy_Bliss=0.468, Synergy_Loewe=-2.65, Synergy_HSA=-1.71. (5) Drug 1: C1=CC=C(C(=C1)C(C2=CC=C(C=C2)Cl)C(Cl)Cl)Cl. Synergy scores: CSS=2.97, Synergy_ZIP=-0.291, Synergy_Bliss=-0.567, Synergy_Loewe=-3.91, Synergy_HSA=-0.661. Drug 2: COCCOC1=C(C=C2C(=C1)C(=NC=N2)NC3=CC=CC(=C3)C#C)OCCOC.Cl. Cell line: NCI-H226. (6) Drug 1: CC12CCC(CC1=CCC3C2CCC4(C3CC=C4C5=CN=CC=C5)C)O. Drug 2: C1CCC(C1)C(CC#N)N2C=C(C=N2)C3=C4C=CNC4=NC=N3. Cell line: HCC-2998. Synergy scores: CSS=1.32, Synergy_ZIP=0.795, Synergy_Bliss=2.21, Synergy_Loewe=-8.26, Synergy_HSA=-3.70. (7) Drug 1: CC1=C(C=C(C=C1)NC2=NC=CC(=N2)N(C)C3=CC4=NN(C(=C4C=C3)C)C)S(=O)(=O)N.Cl. Drug 2: C1CN(P(=O)(OC1)NCCCl)CCCl. Cell line: MALME-3M. Synergy scores: CSS=4.62, Synergy_ZIP=-0.734, Synergy_Bliss=-1.09, Synergy_Loewe=-4.28, Synergy_HSA=-0.382. (8) Drug 1: C1=NC(=NC(=O)N1C2C(C(C(O2)CO)O)O)N. Drug 2: CC1C(C(CC(O1)OC2CC(CC3=C2C(=C4C(=C3O)C(=O)C5=CC=CC=C5C4=O)O)(C(=O)C)O)N)O. Cell line: HCC-2998. Synergy scores: CSS=73.8, Synergy_ZIP=-7.11, Synergy_Bliss=-3.40, Synergy_Loewe=-2.15, Synergy_HSA=-0.484. (9) Drug 1: CCC1=C2CN3C(=CC4=C(C3=O)COC(=O)C4(CC)O)C2=NC5=C1C=C(C=C5)O. Drug 2: C(CCl)NC(=O)N(CCCl)N=O. Cell line: CAKI-1. Synergy scores: CSS=21.3, Synergy_ZIP=-6.84, Synergy_Bliss=0.163, Synergy_Loewe=-14.7, Synergy_HSA=0.939. (10) Drug 1: C1=C(C(=O)NC(=O)N1)F. Drug 2: CC1=C(N=C(N=C1N)C(CC(=O)N)NCC(C(=O)N)N)C(=O)NC(C(C2=CN=CN2)OC3C(C(C(C(O3)CO)O)O)OC4C(C(C(C(O4)CO)O)OC(=O)N)O)C(=O)NC(C)C(C(C)C(=O)NC(C(C)O)C(=O)NCCC5=NC(=CS5)C6=NC(=CS6)C(=O)NCCC[S+](C)C)O. Cell line: OVCAR-8. Synergy scores: CSS=25.8, Synergy_ZIP=-5.19, Synergy_Bliss=0.0881, Synergy_Loewe=-2.08, Synergy_HSA=0.647.